This data is from Forward reaction prediction with 1.9M reactions from USPTO patents (1976-2016). The task is: Predict the product of the given reaction. (1) Given the reactants Br.Br.[NH2:3][CH2:4][C:5]1[CH:19]=[CH:18][C:8]([C:9]([NH:11][C:12]2[CH:17]=[CH:16][N:15]=[CH:14][CH:13]=2)=[O:10])=[CH:7][CH:6]=1.[C:20]([C:24]1[CH:29]=[CH:28][C:27]([S:30](Cl)(=[O:32])=[O:31])=[CH:26][CH:25]=1)([CH3:23])([CH3:22])[CH3:21], predict the reaction product. The product is: [C:20]([C:24]1[CH:29]=[CH:28][C:27]([S:30]([NH:3][CH2:4][C:5]2[CH:6]=[CH:7][C:8]([C:9]([NH:11][C:12]3[CH:13]=[CH:14][N:15]=[CH:16][CH:17]=3)=[O:10])=[CH:18][CH:19]=2)(=[O:32])=[O:31])=[CH:26][CH:25]=1)([CH3:23])([CH3:21])[CH3:22]. (2) Given the reactants [CH:1](=[O:9])[CH2:2][CH2:3][CH2:4][CH2:5][CH2:6][CH2:7][CH3:8].C=O.[CH2:12](NCCCC)CCC.C(O)(=O)CCCCCCCCC, predict the reaction product. The product is: [CH2:12]=[C:2]([CH2:3][CH2:4][CH2:5][CH2:6][CH2:7][CH3:8])[CH:1]=[O:9]. (3) Given the reactants Cl[C:2]1[C:3]([NH2:9])=[N:4][CH:5]=[N:6][C:7]=1Cl.[CH2:10]1[C:13]2([CH2:18][CH2:17][N:16]([C:19]([O:21]C(C)(C)C)=O)[CH2:15][CH2:14]2)[CH2:12][NH:11]1.[O:26]([C:33]1[CH:38]=[CH:37][C:36](B(O)O)=[CH:35][CH:34]=1)[C:27]1[CH:32]=[CH:31][CH:30]=[CH:29][CH:28]=1.[C:42](Cl)(=O)[CH:43]=C, predict the reaction product. The product is: [NH2:9][C:3]1[N:4]=[CH:5][N:6]=[C:7]([N:11]2[CH2:10][C:13]3([CH2:14][CH2:15][N:16]([C:19](=[O:21])[CH:42]=[CH2:43])[CH2:17][CH2:18]3)[CH2:12]2)[C:2]=1[C:30]1[CH:31]=[CH:32][C:27]([O:26][C:33]2[CH:38]=[CH:37][CH:36]=[CH:35][CH:34]=2)=[CH:28][CH:29]=1.